From a dataset of Forward reaction prediction with 1.9M reactions from USPTO patents (1976-2016). Predict the product of the given reaction. (1) Given the reactants N[C:2]1[C:7](F)=CC=C[C:3]=1[OH:9].[F:10][C:11]1[CH:16]=[CH:15][CH:14]=[C:13]([OH:17])[C:12]=1[NH:18][C:19](=[O:21])[CH3:20].C(=O)([O-])[O-].[K+].[K+].CN(C=O)C, predict the reaction product. The product is: [F:10][C:11]1[CH:16]=[CH:15][CH:14]=[C:13]([O:17][CH2:7][CH:2]2[CH2:3][O:9]2)[C:12]=1[NH:18][C:19](=[O:21])[CH3:20]. (2) Given the reactants [C:1]([C:5]1[CH:10]=[CH:9][C:8]([CH2:11][C:12]([O:14]C)=[O:13])=[CH:7][CH:6]=1)([CH3:4])([CH3:3])[CH3:2].O, predict the reaction product. The product is: [C:1]([C:5]1[CH:10]=[CH:9][C:8]([CH2:11][C:12]([OH:14])=[O:13])=[CH:7][CH:6]=1)([CH3:4])([CH3:2])[CH3:3].